This data is from Full USPTO retrosynthesis dataset with 1.9M reactions from patents (1976-2016). The task is: Predict the reactants needed to synthesize the given product. (1) Given the product [CH3:23][O:24][CH2:25][C@@H:26]([NH:28][C:11]([C:10]1[C:4]2[C:5](=[N:6][CH:7]=[C:2]([Br:1])[N:3]=2)[N:8]([CH2:14][O:15][CH2:16][CH2:17][Si:18]([CH3:21])([CH3:20])[CH3:19])[CH:9]=1)=[O:13])[CH3:27], predict the reactants needed to synthesize it. The reactants are: [Br:1][C:2]1[N:3]=[C:4]2[C:10]([C:11]([OH:13])=O)=[CH:9][N:8]([CH2:14][O:15][CH2:16][CH2:17][Si:18]([CH3:21])([CH3:20])[CH3:19])[C:5]2=[N:6][CH:7]=1.Cl.[CH3:23][O:24][CH2:25][C@@H:26]([NH2:28])[CH3:27].C(N(CC)C(C)C)(C)C.CN(C(ON1N=NC2C=CC=NC1=2)=[N+](C)C)C.F[P-](F)(F)(F)(F)F. (2) Given the product [CH3:14][S:5][C:4]([N:6]1[CH2:10][CH:9]([CH2:11][CH3:12])[CH:8]=[N:7]1)=[N:3][CH2:1][CH3:2], predict the reactants needed to synthesize it. The reactants are: [CH2:1]([NH:3][C:4]([N:6]1[CH2:10][CH:9]([CH2:11][CH3:12])[CH:8]=[N:7]1)=[S:5])[CH3:2].I[CH3:14]. (3) Given the product [C:25]([O:24][C@@H:18]([C:9]1[C:8]([CH3:29])=[CH:7][C:5]2[N:6]=[C:2]([N:37]3[CH2:38][CH2:39][C:40]4[C:45](=[CH:44][CH:43]=[CH:42][CH:41]=4)[CH2:36]3)[S:3][C:4]=2[C:10]=1[C:11]1[CH:12]=[CH:13][C:14]([Cl:17])=[CH:15][CH:16]=1)[C:19]([OH:21])=[O:20])([CH3:28])([CH3:26])[CH3:27], predict the reactants needed to synthesize it. The reactants are: Br[C:2]1[S:3][C:4]2[C:10]([C:11]3[CH:16]=[CH:15][C:14]([Cl:17])=[CH:13][CH:12]=3)=[C:9]([C@H:18]([O:24][C:25]([CH3:28])([CH3:27])[CH3:26])[C:19]([O:21]CC)=[O:20])[C:8]([CH3:29])=[CH:7][C:5]=2[N:6]=1.CN(C)C(=O)C.[CH2:36]1[C:45]2[C:40](=[CH:41][CH:42]=[CH:43][CH:44]=2)[CH2:39][CH2:38][NH:37]1.[OH-].[Na+]. (4) Given the product [C:22]([C:9]1[CH:10]=[N:11][C:12]2[C:17]([C:8]=1[C:4]1[CH:3]=[C:2]([CH:7]=[CH:6][CH:5]=1)[O:1][CH2:31][C:32]1[C:41]3[C:36](=[CH:37][CH:38]=[CH:39][CH:40]=3)[C:35](=[O:42])[O:34][CH:33]=1)=[CH:16][CH:15]=[CH:14][C:13]=2[C:18]([F:21])([F:19])[F:20])(=[O:23])[C:24]1[CH:25]=[CH:26][CH:27]=[CH:28][CH:29]=1, predict the reactants needed to synthesize it. The reactants are: [OH:1][C:2]1[CH:3]=[C:4]([C:8]2[C:17]3[C:12](=[C:13]([C:18]([F:21])([F:20])[F:19])[CH:14]=[CH:15][CH:16]=3)[N:11]=[CH:10][C:9]=2[C:22]([C:24]2[CH:29]=[CH:28][CH:27]=[CH:26][CH:25]=2)=[O:23])[CH:5]=[CH:6][CH:7]=1.Br[CH2:31][C:32]1[C:41]2[C:36](=[CH:37][CH:38]=[CH:39][CH:40]=2)[C:35](=[O:42])[O:34][CH:33]=1. (5) Given the product [NH2:17][C:8]1[CH:9]=[C:10]([NH:13][C:14](=[O:16])[CH3:15])[CH:11]=[CH:12][C:7]=1[CH:1]1[CH2:6][CH2:5][CH2:4][CH2:3][CH2:2]1, predict the reactants needed to synthesize it. The reactants are: [CH:1]1([C:7]2[CH:12]=[CH:11][C:10]([NH:13][C:14](=[O:16])[CH3:15])=[CH:9][C:8]=2[N+:17]([O-])=O)[CH2:6][CH2:5][CH2:4][CH2:3][CH2:2]1.C([O-])=O.[NH4+]. (6) The reactants are: [NH:1]([CH2:5][CH2:6][OH:7])[CH2:2][CH2:3][OH:4].C(N(CC)CC)C.[CH3:15][O:16][C:17]1[CH:24]=[CH:23][C:20]([CH2:21]Cl)=[CH:19][CH:18]=1.CC(C)=O. Given the product [OH:4][CH2:3][CH2:2][N:1]([CH2:21][C:20]1[CH:23]=[CH:24][C:17]([O:16][CH3:15])=[CH:18][CH:19]=1)[CH2:5][CH2:6][OH:7], predict the reactants needed to synthesize it. (7) Given the product [NH2:49][CH2:50][CH2:51][CH2:52][NH:53][C:54]([C:56]1[CH:82]=[CH:81][C:59]2[NH:60][C:61](=[O:80])[CH2:62][C:63]3[CH:68]=[N:67][C:66]([NH:69][C:70]4[CH:75]=[CH:74][C:73]([O:76][CH3:77])=[C:72]([O:78][CH3:79])[CH:71]=4)=[N:65][C:64]=3[C:58]=2[CH:57]=1)=[O:55], predict the reactants needed to synthesize it. The reactants are: COC1C=C(NC2N=CC3CC(=O)NC4C=CC(C(O)=O)=CC=4C=3N=2)C=CC=1OC.C(OC(=O)NCCCN)(C)(C)C.C(OC(=O)[NH:49][CH2:50][CH2:51][CH2:52][NH:53][C:54]([C:56]1[CH:82]=[CH:81][C:59]2[NH:60][C:61](=[O:80])[CH2:62][C:63]3[CH:68]=[N:67][C:66]([NH:69][C:70]4[CH:75]=[CH:74][C:73]([O:76][CH3:77])=[C:72]([O:78][CH3:79])[CH:71]=4)=[N:65][C:64]=3[C:58]=2[CH:57]=1)=[O:55])(C)(C)C.